Dataset: Forward reaction prediction with 1.9M reactions from USPTO patents (1976-2016). Task: Predict the product of the given reaction. (1) The product is: [CH3:22][C:4]1[CH:3]=[CH:2][CH:7]=[C:6]([C:8]2[CH:9]=[CH:10][N:11]=[CH:12][CH:13]=2)[C:5]=1[OH:14]. Given the reactants C[C:2]1[CH:3]=[CH:4][C:5]([O:14]C2CCCCO2)=[C:6]([C:8]2[CH:13]=[CH:12][N:11]=[CH:10][CH:9]=2)[CH:7]=1.F[C:22](F)(F)C(O)=O, predict the reaction product. (2) Given the reactants [CH2:1]([NH:3][C:4]1[CH:9]=[CH:8][C:7]([F:10])=[C:6]([F:11])[CH:5]=1)[CH3:2].Br.Br[CH:14]([NH2:16])[CH3:15], predict the reaction product. The product is: [CH2:1]([N:3]([C:4]1[CH:9]=[CH:8][C:7]([F:10])=[C:6]([F:11])[CH:5]=1)[CH2:15][CH2:14][NH2:16])[CH3:2]. (3) The product is: [OH:12][CH2:11][C:10]1[C:5]2[N:6]([CH:16]=[C:3]([C:2]([F:18])([F:17])[F:1])[N:4]=2)[CH:7]=[CH:8][CH:9]=1. Given the reactants [F:1][C:2]([F:18])([F:17])[C:3]1[N:4]=[C:5]2[C:10]([C:11](OCC)=[O:12])=[CH:9][CH:8]=[CH:7][N:6]2[CH:16]=1.[K+].[Br-], predict the reaction product. (4) Given the reactants [CH2:1]([C:3]1([C:12](Cl)=[O:13])[CH2:11][C:10]2[C:5](=[CH:6][CH:7]=[CH:8][CH:9]=2)[CH2:4]1)[CH3:2].S(=O)(=O)(O)O.[CH3:20]COCC, predict the reaction product. The product is: [CH2:1]([C:3]1([C:12](=[O:13])[CH3:20])[CH2:11][C:10]2[C:5](=[CH:6][CH:7]=[CH:8][CH:9]=2)[CH2:4]1)[CH3:2]. (5) The product is: [F:1][C:2]1[CH:3]=[C:4]([CH:5]=[CH:6][C:7]=1[O:8][C:9]1[CH:14]=[N:13][C:12]([C:15]([F:17])([F:18])[F:16])=[N:11][CH:10]=1)[CH2:19][O:20][C:34]1[CH:35]=[C:36]2[NH:28][C:29]([CH3:40])([CH3:39])[CH2:30][N:31]2[C:32](=[O:38])[N:33]=1. Given the reactants [F:1][C:2]1[CH:3]=[C:4]([CH2:19][OH:20])[CH:5]=[CH:6][C:7]=1[O:8][C:9]1[CH:10]=[N:11][C:12]([C:15]([F:18])([F:17])[F:16])=[N:13][CH:14]=1.C(OC([N:28]1[C:36]2[N:31]([C:32](=[O:38])[N:33]=[C:34](Cl)[CH:35]=2)[CH2:30][C:29]1([CH3:40])[CH3:39])=O)(C)(C)C, predict the reaction product.